This data is from NCI-60 drug combinations with 297,098 pairs across 59 cell lines. The task is: Regression. Given two drug SMILES strings and cell line genomic features, predict the synergy score measuring deviation from expected non-interaction effect. (1) Drug 1: CCC1(CC2CC(C3=C(CCN(C2)C1)C4=CC=CC=C4N3)(C5=C(C=C6C(=C5)C78CCN9C7C(C=CC9)(C(C(C8N6C)(C(=O)OC)O)OC(=O)C)CC)OC)C(=O)OC)O.OS(=O)(=O)O. Drug 2: CCN(CC)CCCC(C)NC1=C2C=C(C=CC2=NC3=C1C=CC(=C3)Cl)OC. Cell line: TK-10. Synergy scores: CSS=3.16, Synergy_ZIP=-1.56, Synergy_Bliss=0.831, Synergy_Loewe=1.35, Synergy_HSA=0.661. (2) Drug 1: CC1C(C(CC(O1)OC2CC(OC(C2O)C)OC3=CC4=CC5=C(C(=O)C(C(C5)C(C(=O)C(C(C)O)O)OC)OC6CC(C(C(O6)C)O)OC7CC(C(C(O7)C)O)OC8CC(C(C(O8)C)O)(C)O)C(=C4C(=C3C)O)O)O)O. Drug 2: COC1=NC(=NC2=C1N=CN2C3C(C(C(O3)CO)O)O)N. Cell line: HL-60(TB). Synergy scores: CSS=62.2, Synergy_ZIP=-5.69, Synergy_Bliss=-6.68, Synergy_Loewe=-21.9, Synergy_HSA=-3.48. (3) Drug 1: C1=CC(=CC=C1CCC2=CNC3=C2C(=O)NC(=N3)N)C(=O)NC(CCC(=O)O)C(=O)O. Drug 2: C1CCC(C(C1)N)N.C(=O)(C(=O)[O-])[O-].[Pt+4]. Cell line: UACC62. Synergy scores: CSS=11.6, Synergy_ZIP=-6.69, Synergy_Bliss=-3.73, Synergy_Loewe=-1.38, Synergy_HSA=-0.793. (4) Drug 1: C1=CC(=C(C=C1I)F)NC2=C(C=CC(=C2F)F)C(=O)NOCC(CO)O. Drug 2: CC1=C(C(=CC=C1)Cl)NC(=O)C2=CN=C(S2)NC3=CC(=NC(=N3)C)N4CCN(CC4)CCO. Cell line: HCT116. Synergy scores: CSS=52.7, Synergy_ZIP=13.6, Synergy_Bliss=11.4, Synergy_Loewe=-41.7, Synergy_HSA=7.62. (5) Drug 1: C1=CC(=CC=C1C#N)C(C2=CC=C(C=C2)C#N)N3C=NC=N3. Drug 2: CC1=C(N=C(N=C1N)C(CC(=O)N)NCC(C(=O)N)N)C(=O)NC(C(C2=CN=CN2)OC3C(C(C(C(O3)CO)O)O)OC4C(C(C(C(O4)CO)O)OC(=O)N)O)C(=O)NC(C)C(C(C)C(=O)NC(C(C)O)C(=O)NCCC5=NC(=CS5)C6=NC(=CS6)C(=O)NCCC[S+](C)C)O. Cell line: M14. Synergy scores: CSS=23.4, Synergy_ZIP=-5.50, Synergy_Bliss=-3.39, Synergy_Loewe=4.50, Synergy_HSA=2.11.